This data is from CYP2D6 inhibition data for predicting drug metabolism from PubChem BioAssay. The task is: Regression/Classification. Given a drug SMILES string, predict its absorption, distribution, metabolism, or excretion properties. Task type varies by dataset: regression for continuous measurements (e.g., permeability, clearance, half-life) or binary classification for categorical outcomes (e.g., BBB penetration, CYP inhibition). Dataset: cyp2d6_veith. (1) The drug is c1cncc(CNc2ncncc2-c2ccoc2)c1. The result is 0 (non-inhibitor). (2) The compound is COc1ccc(NC(C)=O)cc1NC(=O)CN1CCN(C2c3ccccc3-c3ccccc32)CC1. The result is 1 (inhibitor). (3) The drug is COC(=O)CCC(NC(=O)OCc1ccccc1)C(=O)NC(CC(C)C)C(=O)OC. The result is 0 (non-inhibitor). (4) The molecule is CCOC(=O)N/N=C/c1ccccc1F. The result is 0 (non-inhibitor). (5) The drug is C/C(=N\NC(=O)c1ccncc1)c1ccc2ccccc2c1O. The result is 0 (non-inhibitor). (6) The compound is C[C@H](NCCC(c1ccccc1)c1ccccc1)c1ccccc1. The result is 1 (inhibitor). (7) The compound is Cc1ccc(S(=O)(=O)CCc2nnc(NC(=O)COc3cccc(C)c3)s2)cc1. The result is 0 (non-inhibitor). (8) The compound is Cc1ccc(/C=C2\OC(=O)c3ccccc32)cc1. The result is 0 (non-inhibitor). (9) The molecule is O=C(c1cc(C(F)(F)F)cc(C(F)(F)F)c1)N1CCC[C@@]2(CCN(c3ccccc3)C2)C1. The result is 0 (non-inhibitor).